Predict the reaction yield, written as a fraction of the theoretical maximum amount of product (1.0 means a 100% yield; for example, 0.34 means a 34% yield). From a dataset of Reaction yield outcomes from USPTO patents with 853,638 reactions. (1) The reactants are Br[C:2]1[N:3]=[C:4]([C:20]2[CH:25]=[CH:24][N:23]=[C:22]([NH:26][C:27](=[O:29])[CH3:28])[CH:21]=2)[S:5][C:6]=1[C:7]1[N:11]([CH2:12][O:13][CH2:14][CH2:15][Si:16]([CH3:19])([CH3:18])[CH3:17])[N:10]=[CH:9][N:8]=1.[Cl-].[Cl:31][C:32]1[CH:39]=[CH:38][C:35]([CH2:36][Zn+])=[CH:34][CH:33]=1. The catalyst is O1CCCC1.CC(C)([P](C(C)(C)C)([Pd][P](C(C)(C)C)(C(C)(C)C)C(C)(C)C)C(C)(C)C)C. The product is [Cl:31][C:32]1[CH:39]=[CH:38][C:35]([CH2:36][C:2]2[N:3]=[C:4]([C:20]3[CH:25]=[CH:24][N:23]=[C:22]([NH:26][C:27](=[O:29])[CH3:28])[CH:21]=3)[S:5][C:6]=2[C:7]2[N:11]([CH2:12][O:13][CH2:14][CH2:15][Si:16]([CH3:19])([CH3:18])[CH3:17])[N:10]=[CH:9][N:8]=2)=[CH:34][CH:33]=1. The yield is 0.350. (2) The reactants are [Cl:1][C:2]1[N:3]([CH3:13])[C:4]2[C:9]([C:10]=1C=O)=[CH:8][CH:7]=[CH:6][CH:5]=2.[CH3:14][N:15]1C2C(=CC=CC=2)C(C=O)=[CH:16]1. No catalyst specified. The product is [Cl:1][C:2]1([CH2:14][NH:15][CH3:16])[CH2:10][C:9]2[C:4](=[CH:5][CH:6]=[CH:7][CH:8]=2)[N:3]1[CH3:13]. The yield is 0.900. (3) The reactants are [O:1]=[C:2]1[CH2:7][CH2:6][CH:5]([C:8]([OH:10])=O)[CH2:4][CH2:3]1.CCN(C(C)C)C(C)C.CN(C(ON1N=NC2C=CC=NC1=2)=[N+](C)C)C.F[P-](F)(F)(F)(F)F.[NH2:44][C:45]1[CH:46]=[CH:47][CH:48]=[C:49]2[C:54]=1[N:53]=[CH:52][CH:51]=[CH:50]2. The catalyst is C(Cl)Cl. The product is [O:1]=[C:2]1[CH2:3][CH2:4][CH:5]([C:8]([NH:44][C:45]2[CH:46]=[CH:47][CH:48]=[C:49]3[C:54]=2[N:53]=[CH:52][CH:51]=[CH:50]3)=[O:10])[CH2:6][CH2:7]1. The yield is 0.503. (4) The product is [O:1]=[C:2]1[N:6]([CH2:7][C:8]([OH:10])=[O:9])[CH2:5][CH2:4][O:3]1. The catalyst is Cl. The yield is 0.895. The reactants are [O:1]=[C:2]1[N:6]([CH2:7][C:8]([O:10]CC)=[O:9])[CH2:5][CH2:4][O:3]1.